Task: Predict the reactants needed to synthesize the given product.. Dataset: Full USPTO retrosynthesis dataset with 1.9M reactions from patents (1976-2016) (1) Given the product [CH:1]1[C:14]2[C:5](=[CH:6][C:7]3[C:12]([C:13]=2[C:15]2[CH:16]=[C:17]([CH:20]=[C:21]([C:32]4[CH:33]=[N:34][CH:35]=[CH:36][CH:37]=4)[CH:22]=2)[CH:18]=[O:19])=[CH:11][CH:10]=[CH:9][CH:8]=3)[CH:4]=[CH:3][CH:2]=1, predict the reactants needed to synthesize it. The reactants are: [CH:1]1[C:14]2[C:5](=[CH:6][C:7]3[C:12]([C:13]=2[C:15]2[CH:16]=[C:17]([CH:20]=[C:21](Br)[CH:22]=2)[CH:18]=[O:19])=[CH:11][CH:10]=[CH:9][CH:8]=3)[CH:4]=[CH:3][CH:2]=1.B1([C:32]2[CH:37]=[CH:36][CH:35]=[N:34][CH:33]=2)OCC(C)(C)CO1.C(=O)([O-])[O-].[Na+].[Na+]. (2) Given the product [CH3:15][NH:16][CH2:12][C:4]1[C:5]2[C:10](=[C:9]([CH3:11])[CH:8]=[CH:7][CH:6]=2)[N:2]([CH3:1])[C:3]=1[CH3:14], predict the reactants needed to synthesize it. The reactants are: [CH3:1][N:2]1[C:10]2[C:5](=[CH:6][CH:7]=[CH:8][C:9]=2[CH3:11])[C:4]([CH:12]=O)=[C:3]1[CH3:14].[CH3:15][N:16]1C2C(=CC=CC=2)C(C)=C1C=O.